This data is from Forward reaction prediction with 1.9M reactions from USPTO patents (1976-2016). The task is: Predict the product of the given reaction. (1) The product is: [N:25]([CH2:6][CH:7]1[CH2:8][N:9]([C:13]2[CH:24]=[CH:23][C:16]3[CH2:17][CH2:18][N:19]([CH3:22])[CH2:20][CH2:21][C:15]=3[CH:14]=2)[C:10](=[O:12])[CH2:11]1)=[N+:26]=[N-:27]. Given the reactants CS(O[CH2:6][CH:7]1[CH2:11][C:10](=[O:12])[N:9]([C:13]2[CH:24]=[CH:23][C:16]3[CH2:17][CH2:18][N:19]([CH3:22])[CH2:20][CH2:21][C:15]=3[CH:14]=2)[CH2:8]1)(=O)=O.[N-:25]=[N+:26]=[N-:27].[Na+], predict the reaction product. (2) Given the reactants [CH3:1][O:2][CH2:3][CH2:4][C:5]1[N:6]([CH2:18][CH2:19][C:20](OCC)=[O:21])[C:7]2[C:16]3[CH:15]=[CH:14][CH:13]=[CH:12][C:11]=3[N:10]=[CH:9][C:8]=2[N:17]=1.[NH:25]1[CH2:30][CH2:29][O:28][CH2:27][CH2:26]1, predict the reaction product. The product is: [CH3:1][O:2][CH2:3][CH2:4][C:5]1[N:6]([CH2:18][CH2:19][C:20]([N:25]2[CH2:30][CH2:29][O:28][CH2:27][CH2:26]2)=[O:21])[C:7]2[C:16]3[CH:15]=[CH:14][CH:13]=[CH:12][C:11]=3[N:10]=[CH:9][C:8]=2[N:17]=1. (3) Given the reactants [O:1]1CCO[CH:2]1[CH2:6][CH2:7][C:8]1[CH:13]=[CH:12][C:11]([C:14]2[CH:19]=[CH:18][C:17]([CH2:20][CH2:21][CH:22]3OCC[O:23]3)=[CH:16][CH:15]=2)=[CH:10][CH:9]=1.O, predict the reaction product. The product is: [C:14]1([C:11]2[CH:10]=[CH:9][C:8]([CH2:7][CH2:6][CH:2]=[O:1])=[CH:13][CH:12]=2)[CH:19]=[CH:18][C:17]([CH2:20][CH2:21][CH:22]=[O:23])=[CH:16][CH:15]=1. (4) The product is: [NH2:24][CH2:23][C@@:20]12[C@@H:19]3[C@H:10]([C@H:11]4[C@@:15]([CH2:17][CH2:18]3)([CH3:16])[C@@H:14]([OH:25])[CH2:13][CH2:12]4)[CH2:9][CH:8]=[C:7]1[CH2:6][C@@H:5]([OH:4])[CH2:22][CH2:21]2. Given the reactants C([O:4][C@H:5]1[CH2:22][CH2:21][C@@:20]2([CH2:23][NH2:24])[C:7](=[CH:8][CH2:9][C@@H:10]3[C@@H:19]2[CH2:18][CH2:17][C@@:15]2([CH3:16])[C@H:11]3[CH2:12][CH2:13][C@@H:14]2[O:25]C(=O)C)[CH2:6]1)(=O)C.O1CCCC1, predict the reaction product. (5) Given the reactants [C:1]1([S:11]([CH2:14][C:15]2[CH:16]=[C:17]([CH:20]=[CH:21][C:22]=2[N+:23]([O-])=O)[CH:18]=[O:19])(=[O:13])=[O:12])[C:10]2[C:5](=[CH:6][CH:7]=[CH:8][CH:9]=2)[CH:4]=[CH:3][CH:2]=1.CO, predict the reaction product. The product is: [NH2:23][C:22]1[CH:21]=[CH:20][C:17]([CH:18]=[O:19])=[CH:16][C:15]=1[CH2:14][S:11]([C:1]1[C:10]2[C:5](=[CH:6][CH:7]=[CH:8][CH:9]=2)[CH:4]=[CH:3][CH:2]=1)(=[O:13])=[O:12]. (6) Given the reactants [C:1](Cl)(=[O:3])[CH3:2].C(N(CC)CC)C.[Cl:12][C:13]1[CH:44]=[C:43]([Cl:45])[CH:42]=[CH:41][C:14]=1[CH2:15][NH:16][C:17]1[C:26]2[C:21](=[CH:22][CH:23]=[C:24]([NH2:27])[CH:25]=2)[N:20]=[C:19]([N:28]2[CH2:33][CH2:32][CH:31]([CH2:34][CH2:35][N:36]3[CH2:40][CH2:39][CH2:38][CH2:37]3)[CH2:30][CH2:29]2)[N:18]=1.C(=O)(O)[O-].[Na+], predict the reaction product. The product is: [Cl:12][C:13]1[CH:44]=[C:43]([Cl:45])[CH:42]=[CH:41][C:14]=1[CH2:15][NH:16][C:17]1[C:26]2[C:21](=[CH:22][CH:23]=[C:24]([NH:27][C:1](=[O:3])[CH3:2])[CH:25]=2)[N:20]=[C:19]([N:28]2[CH2:29][CH2:30][CH:31]([CH2:34][CH2:35][N:36]3[CH2:37][CH2:38][CH2:39][CH2:40]3)[CH2:32][CH2:33]2)[N:18]=1.